From a dataset of Full USPTO retrosynthesis dataset with 1.9M reactions from patents (1976-2016). Predict the reactants needed to synthesize the given product. (1) Given the product [CH3:22][O:21][C:20]1[CH:19]=[CH:18][C:15]([CH:16]=[O:17])=[CH:14][C:13]=1[C:2]1[CH:7]=[CH:6][CH:5]=[C:4]([O:8][CH3:9])[CH:3]=1, predict the reactants needed to synthesize it. The reactants are: Br[C:2]1[CH:3]=[C:4]([O:8][CH3:9])[CH:5]=[CH:6][CH:7]=1.B([C:13]1[CH:14]=[C:15]([CH:18]=[CH:19][C:20]=1[O:21][CH3:22])[CH:16]=[O:17])(O)O. (2) Given the product [C:32]([O:31][C:29]([N:26]1[CH2:27][CH2:28][CH:23]([CH2:22][O:21][C:18]2[CH:19]=[N:20][C:15]([N:10]3[C:11]4[C:7](=[CH:6][C:5]([C:3](=[O:4])[NH:2][CH3:1])=[CH:13][CH:12]=4)[CH:8]=[CH:9]3)=[CH:16][CH:17]=2)[CH2:24][CH2:25]1)=[O:30])([CH3:35])([CH3:33])[CH3:34], predict the reactants needed to synthesize it. The reactants are: [CH3:1][NH:2][C:3]([C:5]1[CH:6]=[C:7]2[C:11](=[CH:12][CH:13]=1)[NH:10][CH:9]=[CH:8]2)=[O:4].Cl[C:15]1[N:20]=[CH:19][C:18]([O:21][CH2:22][CH:23]2[CH2:28][CH2:27][N:26]([C:29]([O:31][C:32]([CH3:35])([CH3:34])[CH3:33])=[O:30])[CH2:25][CH2:24]2)=[CH:17][CH:16]=1.